Dataset: Full USPTO retrosynthesis dataset with 1.9M reactions from patents (1976-2016). Task: Predict the reactants needed to synthesize the given product. Given the product [C:1]([O:4][C:5]1[CH:6]=[CH:7][C:8]([C:9]([N:21]2[CH2:20][CH2:19][N:18]([C:24]([O:26][C:27]([CH3:30])([CH3:29])[CH3:28])=[O:25])[CH2:23][CH2:22]2)=[O:11])=[CH:12][CH:13]=1)(=[O:3])[CH3:2], predict the reactants needed to synthesize it. The reactants are: [C:1]([O:4][C:5]1[CH:13]=[CH:12][C:8]([C:9]([OH:11])=O)=[CH:7][CH:6]=1)(=[O:3])[CH3:2].S(Cl)(Cl)=O.[N:18]1([C:24]([O:26][C:27]([CH3:30])([CH3:29])[CH3:28])=[O:25])[CH2:23][CH2:22][NH:21][CH2:20][CH2:19]1.N1C=CC=CC=1.